This data is from Forward reaction prediction with 1.9M reactions from USPTO patents (1976-2016). The task is: Predict the product of the given reaction. (1) Given the reactants [CH:1]1[C:10]2[C:5](=[CH:6][CH:7]=[CH:8][CH:9]=2)[CH:4]=[C:3]([NH:11][C:12]2[CH:17]=[C:16]([CH2:18][N:19]3[CH2:24][CH2:23][N:22](C(OC(C)(C)C)=O)[CH2:21][CH2:20]3)[CH:15]=[CH:14][N:13]=2)[N:2]=1.Cl.CCOC(C)=O, predict the reaction product. The product is: [CH:1]1[C:10]2[C:5](=[CH:6][CH:7]=[CH:8][CH:9]=2)[CH:4]=[C:3]([NH:11][C:12]2[CH:17]=[C:16]([CH2:18][N:19]3[CH2:24][CH2:23][NH:22][CH2:21][CH2:20]3)[CH:15]=[CH:14][N:13]=2)[N:2]=1. (2) Given the reactants [C:1]([O:5][C:6]([N:8]1[CH2:13][CH2:12][CH:11]([C:14]2[S:15][C:16]([CH3:21])=[C:17]([CH:19]=[O:20])[N:18]=2)[CH2:10][CH2:9]1)=[O:7])([CH3:4])([CH3:3])[CH3:2].[CH3:22][Mg]I, predict the reaction product. The product is: [C:1]([O:5][C:6]([N:8]1[CH2:9][CH2:10][CH:11]([C:14]2[S:15][C:16]([CH3:21])=[C:17]([CH:19]([OH:20])[CH3:22])[N:18]=2)[CH2:12][CH2:13]1)=[O:7])([CH3:4])([CH3:3])[CH3:2]. (3) Given the reactants [NH:1]1[C:9]2[CH:8]=[CH:7][CH:6]=[C:5]([C:10]([OH:12])=O)[C:4]=2[CH:3]=[N:2]1.C1CN([P+](ON2N=NC3C=CC=CC2=3)(N2CCCC2)N2CCCC2)CC1.F[P-](F)(F)(F)(F)F.C(N(CC)CC)C.[F:53][C:54]([F:64])([F:63])[C:55]1[CH:56]=[C:57]([CH:60]=[CH:61][CH:62]=1)[CH2:58][NH2:59], predict the reaction product. The product is: [F:53][C:54]([F:63])([F:64])[C:55]1[CH:56]=[C:57]([CH:60]=[CH:61][CH:62]=1)[CH2:58][NH:59][C:10]([C:5]1[C:4]2[CH:3]=[N:2][NH:1][C:9]=2[CH:8]=[CH:7][CH:6]=1)=[O:12]. (4) Given the reactants FC1C=CC=C(F)C=1N1C2C(=CC([C:18]3[CH:23]=[C:22]([C:24]4[O:25][CH:26]=[CH:27][N:28]=4)[CH:21]=[CH:20][C:19]=3[CH3:29])=CC=2)C=C1.[C:30]1([S:36]([N:39]2[C:47]3[C:42](=[CH:43][C:44](B4OC(C)(C)C(C)(C)O4)=[CH:45][CH:46]=3)[CH:41]=[C:40]2[C:57]2[C:62]([F:63])=[CH:61][CH:60]=[CH:59][C:58]=2[F:64])(=[O:38])=[O:37])[CH:35]=[CH:34][CH:33]=[CH:32][CH:31]=1.BrC1C=C(C2OC=CN=2)C=CC=1C.C([O-])([O-])=O.[K+].[K+], predict the reaction product. The product is: [C:30]1([S:36]([N:39]2[C:47]3[C:42](=[CH:43][C:44]([C:20]4[CH:21]=[C:22]([C:24]5[O:25][CH:26]=[CH:27][N:28]=5)[CH:23]=[CH:18][C:19]=4[CH3:29])=[CH:45][CH:46]=3)[CH:41]=[C:40]2[C:57]2[C:62]([F:63])=[CH:61][CH:60]=[CH:59][C:58]=2[F:64])(=[O:37])=[O:38])[CH:35]=[CH:34][CH:33]=[CH:32][CH:31]=1.